From a dataset of Serine/threonine kinase 33 screen with 319,792 compounds. Binary Classification. Given a drug SMILES string, predict its activity (active/inactive) in a high-throughput screening assay against a specified biological target. (1) The molecule is Fc1c(N2CCN(CC2)C)cc2n(CC)cc(c(=O)c2c1)C(OCC)=O. The result is 0 (inactive). (2) The molecule is O(c1c(cc(OC)cc1)/C=N/NC(=O)c1cn(c(=O)cc1)C)C. The result is 0 (inactive). (3) The drug is Fc1c(n2c(c(cc2C)C(=O)COC(=O)c2ccc(O)cc2)C)cccc1. The result is 0 (inactive).